This data is from Full USPTO retrosynthesis dataset with 1.9M reactions from patents (1976-2016). The task is: Predict the reactants needed to synthesize the given product. (1) The reactants are: O=[C:2]1[C:11]2[C:6](=[CH:7][CH:8]=[C:9]([C:12]3[CH:13]=[C:14]([CH:17]=[CH:18][CH:19]=3)[C:15]#[N:16])[CH:10]=2)[O:5][CH:4]([C:20]2[CH:21]=[N:22][CH:23]=[CH:24][CH:25]=2)[CH2:3]1.C[Si]([N:30]=[C:31]=[N:32][Si](C)(C)C)(C)C. Given the product [C:15]([C:14]1[CH:13]=[C:12]([C:9]2[CH:10]=[C:11]3[C:6](=[CH:7][CH:8]=2)[O:5][CH:4]([C:20]2[CH:21]=[N:22][CH:23]=[CH:24][CH:25]=2)[CH2:3]/[C:2]/3=[N:32]\[C:31]#[N:30])[CH:19]=[CH:18][CH:17]=1)#[N:16], predict the reactants needed to synthesize it. (2) Given the product [Br:1][C:2]1[C:3]([O:22][CH3:24])=[C:4]([C:9]([CH2:12][S:13][CH:14]2[CH2:15][CH2:16][CH2:17][CH2:18][CH2:19]2)=[CH:10][CH:11]=1)[C:5]([O:7][CH3:8])=[O:6], predict the reactants needed to synthesize it. The reactants are: [Br:1][C:2]1[C:3]([OH:22])=[C:4]([C:9]([CH2:12][S:13][C:14]2[CH:19]=[CH:18][CH:17]=[CH:16][C:15]=2OC)=[CH:10][CH:11]=1)[C:5]([O:7][CH3:8])=[O:6].Br[C:24]1C(OC)=C(C(CBr)=CC=1)C(OC)=O.C1(S)CCCCC1. (3) Given the product [C:17]([C:14]1[C:15]([Cl:16])=[C:11]([C:9]2[NH:22][C:4]3=[N:3][C:2]([C:18]4[CH:17]=[CH:14][CH:15]=[CH:11][C:32]=4[C:34]([F:37])([F:36])[F:35])=[CH:7][N:6]=[C:5]3[N:8]=2)[N:12]([CH3:21])[N:13]=1)([CH3:20])([CH3:18])[CH3:19], predict the reactants needed to synthesize it. The reactants are: Br[C:2]1[N:3]=[C:4]([NH:22]CC2C=CC(OC)=CC=2)[C:5]([NH:8][C:9]([C:11]2[N:12]([CH3:21])[N:13]=[C:14]([C:17]([CH3:20])([CH3:19])[CH3:18])[C:15]=2[Cl:16])=O)=[N:6][CH:7]=1.[C:32](O)([C:34]([F:37])([F:36])[F:35])=O.